This data is from NCI-60 drug combinations with 297,098 pairs across 59 cell lines. The task is: Regression. Given two drug SMILES strings and cell line genomic features, predict the synergy score measuring deviation from expected non-interaction effect. (1) Drug 1: C1=NC2=C(N1)C(=S)N=C(N2)N. Drug 2: C1=NC2=C(N=C(N=C2N1C3C(C(C(O3)CO)O)F)Cl)N. Cell line: T-47D. Synergy scores: CSS=3.50, Synergy_ZIP=-6.75, Synergy_Bliss=-3.78, Synergy_Loewe=-7.56, Synergy_HSA=-4.81. (2) Drug 1: CC1C(C(CC(O1)OC2CC(CC3=C2C(=C4C(=C3O)C(=O)C5=C(C4=O)C(=CC=C5)OC)O)(C(=O)C)O)N)O.Cl. Drug 2: CC1=C(C=C(C=C1)C(=O)NC2=CC(=CC(=C2)C(F)(F)F)N3C=C(N=C3)C)NC4=NC=CC(=N4)C5=CN=CC=C5. Cell line: HT29. Synergy scores: CSS=30.6, Synergy_ZIP=7.95, Synergy_Bliss=9.80, Synergy_Loewe=-18.8, Synergy_HSA=5.80. (3) Drug 1: C1CCC(C1)C(CC#N)N2C=C(C=N2)C3=C4C=CNC4=NC=N3. Drug 2: CCC1(CC2CC(C3=C(CCN(C2)C1)C4=CC=CC=C4N3)(C5=C(C=C6C(=C5)C78CCN9C7C(C=CC9)(C(C(C8N6C=O)(C(=O)OC)O)OC(=O)C)CC)OC)C(=O)OC)O.OS(=O)(=O)O. Cell line: SK-MEL-5. Synergy scores: CSS=23.5, Synergy_ZIP=9.29, Synergy_Bliss=5.41, Synergy_Loewe=-55.0, Synergy_HSA=-8.76. (4) Drug 1: CN(CC1=CN=C2C(=N1)C(=NC(=N2)N)N)C3=CC=C(C=C3)C(=O)NC(CCC(=O)O)C(=O)O. Drug 2: CC1=C(C(=O)C2=C(C1=O)N3CC4C(C3(C2COC(=O)N)OC)N4)N. Cell line: KM12. Synergy scores: CSS=43.5, Synergy_ZIP=-12.9, Synergy_Bliss=-16.7, Synergy_Loewe=-10.3, Synergy_HSA=-8.48. (5) Drug 1: CS(=O)(=O)C1=CC(=C(C=C1)C(=O)NC2=CC(=C(C=C2)Cl)C3=CC=CC=N3)Cl. Drug 2: C1=C(C(=O)NC(=O)N1)F. Cell line: IGROV1. Synergy scores: CSS=34.6, Synergy_ZIP=2.79, Synergy_Bliss=5.30, Synergy_Loewe=-1.51, Synergy_HSA=5.43. (6) Drug 1: CC1C(C(=O)NC(C(=O)N2CCCC2C(=O)N(CC(=O)N(C(C(=O)O1)C(C)C)C)C)C(C)C)NC(=O)C3=C4C(=C(C=C3)C)OC5=C(C(=O)C(=C(C5=N4)C(=O)NC6C(OC(=O)C(N(C(=O)CN(C(=O)C7CCCN7C(=O)C(NC6=O)C(C)C)C)C)C(C)C)C)N)C. Drug 2: CCC1(CC2CC(C3=C(CCN(C2)C1)C4=CC=CC=C4N3)(C5=C(C=C6C(=C5)C78CCN9C7C(C=CC9)(C(C(C8N6C)(C(=O)OC)O)OC(=O)C)CC)OC)C(=O)OC)O.OS(=O)(=O)O. Cell line: HCT116. Synergy scores: CSS=8.02, Synergy_ZIP=-5.75, Synergy_Bliss=-13.2, Synergy_Loewe=-16.9, Synergy_HSA=-14.4. (7) Drug 1: C1=NC2=C(N=C(N=C2N1C3C(C(C(O3)CO)O)O)F)N. Cell line: OVCAR-5. Synergy scores: CSS=0.624, Synergy_ZIP=-0.604, Synergy_Bliss=-0.333, Synergy_Loewe=-7.07, Synergy_HSA=-3.34. Drug 2: CS(=O)(=O)CCNCC1=CC=C(O1)C2=CC3=C(C=C2)N=CN=C3NC4=CC(=C(C=C4)OCC5=CC(=CC=C5)F)Cl. (8) Drug 1: C1=CN(C=N1)CC(O)(P(=O)(O)O)P(=O)(O)O. Drug 2: CS(=O)(=O)OCCCCOS(=O)(=O)C. Cell line: SNB-75. Synergy scores: CSS=2.02, Synergy_ZIP=3.29, Synergy_Bliss=0.0899, Synergy_Loewe=-0.285, Synergy_HSA=0.261.